Predict which catalyst facilitates the given reaction. From a dataset of Catalyst prediction with 721,799 reactions and 888 catalyst types from USPTO. (1) Product: [CH3:17][C:9]1[N:10]=[C:11]([NH:13][C:14](=[O:16])[CH3:15])[S:12][C:8]=1[C:5]1[CH:6]=[N:7][C:2]([NH:1][S:19]([CH3:18])(=[O:21])=[O:20])=[N:3][CH:4]=1. The catalyst class is: 17. Reactant: [NH2:1][C:2]1[N:7]=[CH:6][C:5]([C:8]2[S:12][C:11]([NH:13][C:14](=[O:16])[CH3:15])=[N:10][C:9]=2[CH3:17])=[CH:4][N:3]=1.[CH3:18][S:19](O[S:19]([CH3:18])(=[O:21])=[O:20])(=[O:21])=[O:20].CCCC(C)C. (2) Reactant: C[O:2][C:3](=O)[C:4]([C:7]1[CH:8]=[N:9][CH:10]=[C:11]([C:13]2[CH:22]=[CH:21][C:20]3[N:19]=[CH:18][C:17]4[N:23]([CH3:34])[C:24](=[O:33])[N:25]([C:26]5[C:27]([CH3:32])=[N:28][N:29]([CH3:31])[CH:30]=5)[C:16]=4[C:15]=3[CH:14]=2)[CH:12]=1)([CH3:6])[CH3:5].CO.[BH4-].[Na+]. Product: [CH3:31][N:29]1[CH:30]=[C:26]([N:25]2[C:16]3[C:15]4[CH:14]=[C:13]([C:11]5[CH:10]=[N:9][CH:8]=[C:7]([C:4]([CH3:6])([CH3:5])[CH2:3][OH:2])[CH:12]=5)[CH:22]=[CH:21][C:20]=4[N:19]=[CH:18][C:17]=3[N:23]([CH3:34])[C:24]2=[O:33])[C:27]([CH3:32])=[N:28]1. The catalyst class is: 1.